Dataset: NCI-60 drug combinations with 297,098 pairs across 59 cell lines. Task: Regression. Given two drug SMILES strings and cell line genomic features, predict the synergy score measuring deviation from expected non-interaction effect. Drug 1: CCC1(CC2CC(C3=C(CCN(C2)C1)C4=CC=CC=C4N3)(C5=C(C=C6C(=C5)C78CCN9C7C(C=CC9)(C(C(C8N6C)(C(=O)OC)O)OC(=O)C)CC)OC)C(=O)OC)O.OS(=O)(=O)O. Drug 2: CC(C)NC(=O)C1=CC=C(C=C1)CNNC.Cl. Cell line: MDA-MB-435. Synergy scores: CSS=30.2, Synergy_ZIP=-0.0524, Synergy_Bliss=0.832, Synergy_Loewe=-55.8, Synergy_HSA=-0.646.